From a dataset of Forward reaction prediction with 1.9M reactions from USPTO patents (1976-2016). Predict the product of the given reaction. Given the reactants [CH3:1][C@@H:2]1[CH2:7][N:6]([C:8]2[C:13]([CH2:14][OH:15])=[CH:12][C:11](I)=[C:10]([F:17])[N:9]=2)[CH2:5][C@H:4]([CH3:18])[O:3]1.[C:19]([C:21]1[CH:26]=[N:25][CH:24]=[CH:23][N:22]=1)#[CH:20], predict the reaction product. The product is: [CH3:1][C@@H:2]1[CH2:7][N:6]([C:8]2[C:13]([CH2:14][OH:15])=[CH:12][C:11]([C:20]#[C:19][C:21]3[CH:26]=[N:25][CH:24]=[CH:23][N:22]=3)=[C:10]([F:17])[N:9]=2)[CH2:5][C@H:4]([CH3:18])[O:3]1.